Dataset: Reaction yield outcomes from USPTO patents with 853,638 reactions. Task: Predict the reaction yield, written as a fraction of the theoretical maximum amount of product (1.0 means a 100% yield; for example, 0.34 means a 34% yield). (1) The reactants are [Br:1][C:2]1[CH:7]=[CH:6][CH:5]=[C:4](F)[C:3]=1[CH3:9].[CH3:10][O:11][C:12]1[CH:17]=[CH:16][C:15]([CH2:18][OH:19])=[CH:14][CH:13]=1.[H-].[Na+].O. The catalyst is CN(C=O)C.[Cl-].[Na+].O.CCCCCCC.C(Cl)Cl. The product is [Br:1][C:2]1[CH:7]=[CH:6][CH:5]=[C:4]([O:19][CH2:18][C:15]2[CH:16]=[CH:17][C:12]([O:11][CH3:10])=[CH:13][CH:14]=2)[C:3]=1[CH3:9]. The yield is 0.460. (2) The reactants are [CH:1]1[C:11]2[C:10]3[CH:12]=[CH:13][CH:14]=[CH:15][C:9]=3[CH2:8][C:7](=[O:16])[NH:6][C:5]=2[CH:4]=[CH:3][CH:2]=1.[H-].[Na+].[CH3:19][O:20][C:21]1[CH:28]=[CH:27][C:24]([CH2:25]Cl)=[CH:23][CH:22]=1.O. The catalyst is CN(C)C=O.C(OCC)(=O)C. The product is [CH3:19][O:20][C:21]1[CH:28]=[CH:27][C:24]([CH2:25][N:6]2[C:7](=[O:16])[CH2:8][C:9]3[CH:15]=[CH:14][CH:13]=[CH:12][C:10]=3[C:11]3[CH:1]=[CH:2][CH:3]=[CH:4][C:5]2=3)=[CH:23][CH:22]=1. The yield is 0.910. (3) The reactants are [CH:1]12[CH2:9][CH:5]([CH:6]=[CH:7][CH2:8]1)[CH2:4][N:3]([C:10]([O:12][CH2:13][CH3:14])=[O:11])[CH2:2]2.B.C1C[O:19]CC1.[OH-].[Na+].OO. The catalyst is C1COCC1.O. The product is [OH:19][CH:6]1[CH2:7][CH2:8][CH:1]2[CH2:9][CH:5]1[CH2:4][N:3]([C:10]([O:12][CH2:13][CH3:14])=[O:11])[CH2:2]2. The yield is 0.800. (4) The reactants are [Cl:1][C:2]1[CH:10]=[CH:9][C:5]([C:6](O)=[O:7])=[CH:4][N:3]=1.Cl.[CH3:12]OCN.C(Cl)CCl.C1C=C[C:23]2[N:28]([OH:29])N=NC=2C=1. The catalyst is C(#N)C. The product is [Cl:1][C:2]1[CH:10]=[CH:9][C:5]([C:6]([N:28]([O:29][CH3:12])[CH3:23])=[O:7])=[CH:4][N:3]=1. The yield is 0.930.